This data is from Catalyst prediction with 721,799 reactions and 888 catalyst types from USPTO. The task is: Predict which catalyst facilitates the given reaction. Reactant: C[O:2][C:3](=[O:43])[C:4]1[CH:9]=[CH:8][C:7]([NH:10][C:11]([C@H:13]2[C@H:17]([C:18]3[CH:23]=[CH:22][CH:21]=[C:20]([Cl:24])[C:19]=3[F:25])[C@:16]([C:28]3[CH:33]=[CH:32][C:31]([Cl:34])=[CH:30][C:29]=3[F:35])([C:26]#[N:27])[C@H:15]([CH2:36][C:37]([CH3:40])([CH3:39])[CH3:38])[NH:14]2)=[O:12])=[C:6]([O:41][CH3:42])[CH:5]=1.[CH3:44][Si:45]([CH3:51])([CH3:50])[C:46]#[C:47][CH:48]=O.CC(O)=O.C(O[BH-](OC(=O)C)OC(=O)C)(=O)C.[Na+]. Product: [Cl:24][C:20]1[C:19]([F:25])=[C:18]([C@@H:17]2[C@:16]([C:28]3[CH:33]=[CH:32][C:31]([Cl:34])=[CH:30][C:29]=3[F:35])([C:26]#[N:27])[C@H:15]([CH2:36][C:37]([CH3:38])([CH3:40])[CH3:39])[N:14]([CH2:48][C:47]#[C:46][Si:45]([CH3:51])([CH3:50])[CH3:44])[C@H:13]2[C:11]([NH:10][C:7]2[CH:8]=[CH:9][C:4]([C:3]([OH:2])=[O:43])=[CH:5][C:6]=2[O:41][CH3:42])=[O:12])[CH:23]=[CH:22][CH:21]=1. The catalyst class is: 74.